From a dataset of Full USPTO retrosynthesis dataset with 1.9M reactions from patents (1976-2016). Predict the reactants needed to synthesize the given product. (1) Given the product [F:7][C:8]1[CH:13]=[CH:12][C:11]([C:14]#[C:15][C:16]2[N:20]3[CH:21]=[CH:22][CH:23]=[CH:24][C:19]3=[N:18][C:17]=2[CH2:25][O:26][CH2:27][C:28]([N:1]2[CH2:6][CH2:5][O:4][CH2:3][CH2:2]2)=[O:29])=[CH:10][CH:9]=1, predict the reactants needed to synthesize it. The reactants are: [NH:1]1[CH2:6][CH2:5][O:4][CH2:3][CH2:2]1.[F:7][C:8]1[CH:13]=[CH:12][C:11]([C:14]#[C:15][C:16]2[N:20]3[CH:21]=[CH:22][CH:23]=[CH:24][C:19]3=[N:18][C:17]=2[CH2:25][O:26][CH2:27][C:28](Cl)=[O:29])=[CH:10][CH:9]=1.O. (2) Given the product [Cl:26][C:20]1[CH:21]=[CH:22][C:23]([Cl:25])=[CH:24][C:19]=1[C:17]1[N:28]=[N:29][C:2]2[CH:1]3[CH2:7][CH:4]([C:3]=2[CH:16]=1)[CH2:5][CH2:6]3, predict the reactants needed to synthesize it. The reactants are: [CH:1]12[CH2:7][CH:4]([CH2:5][CH2:6]1)[C:3](=O)[C:2]2=O.COP([CH2:16][C:17]([C:19]1[CH:24]=[C:23]([Cl:25])[CH:22]=[CH:21][C:20]=1[Cl:26])=O)(=O)OC.O.[NH2:28][NH2:29]. (3) Given the product [Cl:1][C:2]1[C:7]([CH:40]=[O:41])=[CH:6][N:5]=[C:4]2[NH:8][CH:9]=[CH:10][C:3]=12, predict the reactants needed to synthesize it. The reactants are: [Cl:1][C:2]1[CH:7]=[CH:6][N:5]=[C:4]2[N:8]([Si](C(C)C)(C(C)C)C(C)C)[CH:9]=[CH:10][C:3]=12.C([Li])(CC)C.CCCCCC.C1CCCCC1.CN(C)[CH:40]=[O:41].Cl. (4) Given the product [C:11]([C:15]1[CH:16]=[CH:17][C:18]([S:21]([N:24]2[CH2:29][CH2:28][N:27]([C:68](=[O:69])[CH2:67][C:6]3[CH:5]=[CH:4][CH:3]=[CH:2][N:1]=3)[CH2:26][CH2:25]2)(=[O:23])=[O:22])=[CH:19][CH:20]=1)([CH3:14])([CH3:12])[CH3:13], predict the reactants needed to synthesize it. The reactants are: [N:1]1[CH:6]=[CH:5][C:4](CC(O)=O)=[CH:3][CH:2]=1.[C:11]([C:15]1[CH:20]=[CH:19][C:18]([S:21]([N:24]2[CH2:29][CH2:28][NH:27][CH2:26][CH2:25]2)(=[O:23])=[O:22])=[CH:17][CH:16]=1)([CH3:14])([CH3:13])[CH3:12].F[P-](F)(F)(F)(F)F.N1(OC(N(C)C)=[N+](C)C)C2C=CC=CC=2N=N1.O.ON1C2C=CC=CC=2N=N1.CN1CC[O:69][CH2:68][CH2:67]1. (5) Given the product [F:36][C:35]([F:38])([F:37])[C:33]([OH:39])=[O:34].[CH2:23]([N:11]1[C:8]2[CH:9]=[CH:10][C:5]3[N:6]([C:2]([CH3:1])=[N:3][N:4]=3)[C:7]=2[CH:13]=[C:12]1[C:14]([OH:16])=[O:15])[C:24]1[CH:29]=[CH:28][CH:27]=[CH:26][CH:25]=1, predict the reactants needed to synthesize it. The reactants are: [CH3:1][C:2]1[N:6]2[C:7]3[CH:13]=[C:12]([C:14]([OH:16])=[O:15])[NH:11][C:8]=3[CH:9]=[CH:10][C:5]2=[N:4][N:3]=1.C([O-])([O-])=O.[Cs+].[Cs+].[CH2:23](Br)[C:24]1[CH:29]=[CH:28][CH:27]=[CH:26][CH:25]=1.[OH-].[Na+].[C:33]([OH:39])([C:35]([F:38])([F:37])[F:36])=[O:34]. (6) Given the product [NH2:21][C:3]1[C:2]([CH3:1])=[CH:11][CH:10]=[C:9]2[C:4]=1[CH:5]=[CH:6][N:7]=[C:8]2[NH:12][C:13]1[CH:20]=[CH:19][C:16]([C:17]#[N:18])=[CH:15][CH:14]=1, predict the reactants needed to synthesize it. The reactants are: [CH3:1][C:2]1[C:3]([N+:21]([O-])=O)=[C:4]2[C:9](=[CH:10][CH:11]=1)[C:8]([NH:12][C:13]1[CH:20]=[CH:19][C:16]([C:17]#[N:18])=[CH:15][CH:14]=1)=[N:7][CH:6]=[CH:5]2.O.O.[Sn](Cl)Cl.C([O-])([O-])=O.[Na+].[Na+]. (7) Given the product [C:2]1([O-:1])[CH:7]=[CH:6][CH:5]=[CH:4][CH:3]=1.[C:2]1([O-:1])[CH:7]=[CH:6][CH:5]=[CH:4][CH:3]=1.[Na+:23].[Na+:23], predict the reactants needed to synthesize it. The reactants are: [OH:1][C:2]1[CH:7]=[CH:6][C:5](C([C:5]2[CH:6]=[CH:7][C:2]([OH:1])=[CH:3][CH:4]=2)(C)C)=[CH:4][CH:3]=1.Cl([O-])(=O)=O.[OH-].[Na+:23].Cl([O-])(=O)=O.[Na+].